From a dataset of Full USPTO retrosynthesis dataset with 1.9M reactions from patents (1976-2016). Predict the reactants needed to synthesize the given product. (1) Given the product [F:11][C:8]([F:9])([F:10])[C:7]1[C:2]2[NH:1][C:23]([C:25]3[CH2:29][C:28]4([CH2:30][CH2:31][CH2:32][CH2:33][CH2:34]4)[O:27][N:26]=3)=[N:22][C:3]=2[CH:4]=[C:5]([C:12]2[CH:17]=[CH:16][CH:15]=[CH:14][C:13]=2[C:18]([F:19])([F:21])[F:20])[CH:6]=1, predict the reactants needed to synthesize it. The reactants are: [NH2:1][C:2]1[C:7]([C:8]([F:11])([F:10])[F:9])=[CH:6][C:5]([C:12]2[CH:17]=[CH:16][CH:15]=[CH:14][C:13]=2[C:18]([F:21])([F:20])[F:19])=[CH:4][C:3]=1[NH:22][C:23]([C:25]1[CH2:29][C:28]2([CH2:34][CH2:33][CH2:32][CH2:31][CH2:30]2)[O:27][N:26]=1)=O.CC1(C)C2(CS(O)(=O)=O)C(CC1CC2)=O. (2) Given the product [CH2:1]([S:3]([C:6]1[CH:7]=[CH:8][C:9]([C:10]([NH:28][CH2:29][C:30]2[CH:31]=[C:32]3[C:36](=[CH:37][CH:38]=2)[C:35](=[O:39])[N:34]([C:40]2([CH3:48])[CH2:45][CH2:44][C:43](=[O:46])[NH:42][C:41]2=[O:47])[C:33]3=[O:49])=[O:12])=[CH:13][CH:14]=1)(=[O:4])=[O:5])[CH3:2].[CH3:1][S:3][C:6]1[CH:14]=[CH:13][C:9]([C:10]([OH:12])=[O:11])=[N:17][CH:7]=1, predict the reactants needed to synthesize it. The reactants are: [CH2:1]([S:3]([C:6]1[CH:14]=[CH:13][C:9]([C:10]([OH:12])=[O:11])=[CH:8][CH:7]=1)(=[O:5])=[O:4])[CH3:2].C1N=C[N:17](C(N2C=NC=C2)=O)C=1.Cl.[NH2:28][CH2:29][C:30]1[CH:31]=[C:32]2[C:36](=[CH:37][CH:38]=1)[C:35](=[O:39])[N:34]([C:40]1([CH3:48])[CH2:45][CH2:44][C:43](=[O:46])[NH:42][C:41]1=[O:47])[C:33]2=[O:49].CCOC(C)=O. (3) Given the product [CH2:19]([NH:16][C:15]([C:14]1[CH:18]=[C:10]([C:8]2[CH:7]=[N:6][N:5]([CH2:4][CH2:3][CH2:2][OH:1])[CH:9]=2)[CH:11]=[CH:12][C:13]=1[NH:21][C:22]1[C:27]([C:28]([F:29])([F:30])[F:31])=[CH:26][N:25]=[C:24]([NH:32][C:33]2[CH:34]=[CH:35][C:36]([CH2:37][P:38](=[O:45])([O:39][CH2:40][CH3:41])[O:42][CH2:43][CH3:44])=[CH:46][CH:47]=2)[N:23]=1)=[O:20])[CH3:51], predict the reactants needed to synthesize it. The reactants are: [OH:1][CH2:2][CH2:3][CH2:4][N:5]1[CH:9]=[C:8]([C:10]2[CH:11]=[CH:12][C:13]([NH:21][C:22]3[C:27]([C:28]([F:31])([F:30])[F:29])=[CH:26][N:25]=[C:24]([NH:32][C:33]4[CH:47]=[CH:46][C:36]([CH2:37][P:38](=[O:45])([O:42][CH2:43][CH3:44])[O:39][CH2:40][CH3:41])=[CH:35][C:34]=4OC)[N:23]=3)=[C:14]3[C:18]=2C[N:16]([CH3:19])[C:15]3=[O:20])[CH:7]=[N:6]1.N[C:51]1C=CC(C2C=NN(CCCO)C=2)=CC=1C(NCC)=O. (4) Given the product [CH:1]([O:4][C:5]1[CH:10]=[CH:9][C:8]([CH3:11])=[C:7]([NH2:12])[CH:6]=1)([CH3:3])[CH3:2], predict the reactants needed to synthesize it. The reactants are: [CH:1]([O:4][C:5]1[CH:10]=[CH:9][C:8]([CH3:11])=[C:7]([N+:12]([O-])=O)[CH:6]=1)([CH3:3])[CH3:2].CC1C=CC(OCCC)=CC=1N.